This data is from Reaction yield outcomes from USPTO patents with 853,638 reactions. The task is: Predict the reaction yield, written as a fraction of the theoretical maximum amount of product (1.0 means a 100% yield; for example, 0.34 means a 34% yield). The reactants are [CH3:1][S:2]([NH:5][C:6]1[CH:15]=[CH:14][C:13]([C:16]([F:19])([F:18])[F:17])=[CH:12][C:7]=1[C:8]([O:10]C)=[O:9])(=[O:4])=[O:3].[OH-].[Li+].Cl. The catalyst is C1COCC1.O. The product is [CH3:1][S:2]([NH:5][C:6]1[CH:15]=[CH:14][C:13]([C:16]([F:17])([F:18])[F:19])=[CH:12][C:7]=1[C:8]([OH:10])=[O:9])(=[O:4])=[O:3]. The yield is 0.730.